From a dataset of Forward reaction prediction with 1.9M reactions from USPTO patents (1976-2016). Predict the product of the given reaction. (1) Given the reactants CC1(C)C=C(C)C2C(=CC=C(O[S:14](C(F)(F)F)(=O)=O)C=2)N1.[CH2:22]([S:25][CH2:26][C:27]1[C:36]2[C:31](=[CH:32][CH:33]=[C:34]([C:37]3[C:42]4OC5C=CC=CC=5[C:41]=4C=C[CH:38]=3)[CH:35]=2)[NH:30][C:29]([CH3:51])([CH3:50])[CH:28]=1)[CH:23]=[CH2:24].C1C2C3C=CC=CC=3OC=2C(B(O)O)=CC=1.C(S)C=C, predict the reaction product. The product is: [CH2:22]([S:25][CH2:26][C:27]1[C:36]2[C:31](=[CH:32][CH:33]=[C:34]([C:37]3[CH:42]=[CH:41][S:14][CH:38]=3)[CH:35]=2)[NH:30][C:29]([CH3:51])([CH3:50])[CH:28]=1)[CH:23]=[CH2:24]. (2) Given the reactants [C:1]1([NH2:8])[CH:6]=[CH:5][CH:4]=[CH:3][C:2]=1[NH2:7].[CH3:9][O:10][C:11](=[O:20])[C:12]([CH3:19])([CH3:18])[C:13](=O)[CH2:14][O:15][CH3:16].C([BH3-])#N.[Na+].C(O)(=O)C, predict the reaction product. The product is: [CH3:9][O:10][C:11](=[O:20])[C:12]([CH3:18])([CH3:19])[CH:13]([NH:7][C:2]1[CH:3]=[CH:4][CH:5]=[CH:6][C:1]=1[NH2:8])[CH2:14][O:15][CH3:16]. (3) Given the reactants C[O:2][C:3]([C:5]1[CH:6]2[N:32]([C:33]([O:35][C:36]([CH3:39])([CH3:38])[CH3:37])=[O:34])[CH:10]([CH2:11][C:12]=1[C:13]1[CH:18]=[CH:17][C:16]([CH2:19][CH:20]([O:22][C:23]3[C:28]([F:29])=[CH:27][CH:26]=[C:25]([F:30])[C:24]=3[Cl:31])[CH3:21])=[CH:15][CH:14]=1)[CH2:9][S:8](=[O:41])(=[O:40])[CH2:7]2)=[O:4].[OH-].[Na+], predict the reaction product. The product is: [C:36]([O:35][C:33]([N:32]1[CH:6]2[C:5]([C:3]([OH:4])=[O:2])=[C:12]([C:13]3[CH:18]=[CH:17][C:16]([CH2:19][CH:20]([O:22][C:23]4[C:28]([F:29])=[CH:27][CH:26]=[C:25]([F:30])[C:24]=4[Cl:31])[CH3:21])=[CH:15][CH:14]=3)[CH2:11][CH:10]1[CH2:9][S:8](=[O:40])(=[O:41])[CH2:7]2)=[O:34])([CH3:37])([CH3:38])[CH3:39]. (4) Given the reactants Cl.[CH:2]1[CH:3]=[CH:4][C:5]([CH:8]([N:16]2[CH2:21][CH2:20][N:19]([CH2:22][CH2:23][O:24][CH2:25][C:26]([OH:28])=[O:27])[CH2:18][CH2:17]2)[C:9]2[CH:10]=[CH:11][C:12]([Cl:15])=[CH:13][CH:14]=2)=[CH:6][CH:7]=1.Cl.Cl, predict the reaction product. The product is: [CH:2]1[CH:3]=[CH:4][C:5]([CH:8]([N:16]2[CH2:21][CH2:20][N:19]([CH2:22][CH2:23][O:24][CH2:25][C:26]([OH:28])=[O:27])[CH2:18][CH2:17]2)[C:9]2[CH:10]=[CH:11][C:12]([Cl:15])=[CH:13][CH:14]=2)=[CH:6][CH:7]=1. (5) Given the reactants Br[C:2]1[CH:7]=[C:6]([F:8])[C:5]([CH3:9])=[CH:4][C:3]=1[O:10][C@H:11]([CH2:13][CH:14]=[CH2:15])[CH3:12].FC1C=CC([B:23]([OH:25])[OH:24])=C(O[C@H](CC=C)C)C=1, predict the reaction product. The product is: [F:8][C:6]1[C:5]([CH3:9])=[CH:4][C:3]([O:10][C@H:11]([CH2:13][CH:14]=[CH2:15])[CH3:12])=[C:2]([B:23]([OH:25])[OH:24])[CH:7]=1. (6) Given the reactants Cl[CH2:2][CH2:3][CH2:4][C:5]([C:7]1[S:11][CH:10]=[C:9]([C:12]([O:14][CH3:15])=[O:13])[C:8]=1[CH3:16])=[O:6].[CH3:17][N:18]1[CH2:23][CH2:22][NH:21][CH2:20][CH2:19]1, predict the reaction product. The product is: [CH3:16][C:8]1[C:9]([C:12]([O:14][CH3:15])=[O:13])=[CH:10][S:11][C:7]=1[C:5](=[O:6])[CH2:4][CH2:3][CH2:2][N:21]1[CH2:22][CH2:23][N:18]([CH3:17])[CH2:19][CH2:20]1.